From a dataset of Catalyst prediction with 721,799 reactions and 888 catalyst types from USPTO. Predict which catalyst facilitates the given reaction. (1) Reactant: [NH2:1][CH:2]([C:23]1[CH:28]=[CH:27][CH:26]=[CH:25][CH:24]=1)[CH2:3][CH2:4][CH2:5][N:6]([C@H:14]([C:16]1[CH:21]=[CH:20][C:19]([Br:22])=[CH:18][CH:17]=1)[CH3:15])C(=O)OC(C)(C)C.[ClH:29]. Product: [ClH:29].[ClH:29].[Br:22][C:19]1[CH:18]=[CH:17][C:16]([C@@H:14]([NH:6][CH2:5][CH2:4][CH2:3][CH:2]([C:23]2[CH:24]=[CH:25][CH:26]=[CH:27][CH:28]=2)[NH2:1])[CH3:15])=[CH:21][CH:20]=1. The catalyst class is: 135. (2) Reactant: Br[CH2:2][C:3]([NH2:5])=[O:4].[SH:6][C:7]1[N:14]=[C:13]([CH3:15])[CH:12]=[C:11]([CH3:16])[C:8]=1[C:9]#[N:10].C[O-].[Na+]. Product: [NH2:10][C:9]1[C:8]2[C:7](=[N:14][C:13]([CH3:15])=[CH:12][C:11]=2[CH3:16])[S:6][C:2]=1[C:3]([NH2:5])=[O:4]. The catalyst class is: 5. (3) Reactant: [Li]CCCC.C(NC(C)C)(C)C.[F:13][C:14]1[CH:19]=[CH:18][CH:17]=[CH:16][N:15]=1.[CH3:20][O:21][C:22]1[CH:23]=[CH:24][C:25]2[O:29][C:28]([C:30](OCC)=[O:31])=[CH:27][C:26]=2[CH:35]=1. Product: [CH3:20][O:21][C:22]1[CH:23]=[CH:24][C:25]2[O:29][C:28]([C:30]([C:19]3[C:14]([F:13])=[N:15][CH:16]=[CH:17][CH:18]=3)=[O:31])=[CH:27][C:26]=2[CH:35]=1. The catalyst class is: 1. (4) Reactant: [CH2:1]([N:8]([CH2:14][CH:15]([O:19][CH2:20][CH3:21])[O:16][CH2:17][CH3:18])[S:9]([CH2:12][CH3:13])(=[O:11])=[O:10])[C:2]1[CH:7]=[CH:6][CH:5]=[CH:4][CH:3]=1.[N+:22]([CH3:25])([O-:24])=[O:23]. Product: [CH2:1]([N:8]([CH2:14][CH:15]([O:19][CH2:20][CH3:21])[O:16][CH2:17][CH3:18])[S:9]([CH2:12][CH2:13][CH2:25][N+:22]([O-:24])=[O:23])(=[O:11])=[O:10])[C:2]1[CH:3]=[CH:4][CH:5]=[CH:6][CH:7]=1. The catalyst class is: 8. (5) Reactant: CN(C)C(=O)C.[CH3:7][C:8]([CH3:15])([C:12](Cl)=[O:13])[C:9](Cl)=[O:10].[CH2:16]([O:23][C:24]1[CH:29]=[C:28]([NH:30][CH3:31])[C:27]([NH2:32])=[CH:26][CH:25]=1)[C:17]1[CH:22]=[CH:21][CH:20]=[CH:19][CH:18]=1. Product: [CH2:16]([O:23][C:24]1[CH:25]=[CH:26][C:27]2[NH:32][C:12](=[O:13])[C:8]([CH3:15])([CH3:7])[C:9](=[O:10])[N:30]([CH3:31])[C:28]=2[CH:29]=1)[C:17]1[CH:18]=[CH:19][CH:20]=[CH:21][CH:22]=1. The catalyst class is: 6. (6) Reactant: CN(C)C=O.Br[CH2:7][C:8]1[CH:16]=[CH:15][C:11]2[CH2:12][O:13][CH2:14][C:10]=2[CH:9]=1.[C:17]([O-:20])(=[O:19])[CH3:18].[Na+]. Product: [C:17]([O:20][CH2:7][C:8]1[CH:16]=[CH:15][C:11]2[CH2:12][O:13][CH2:14][C:10]=2[CH:9]=1)(=[O:19])[CH3:18]. The catalyst class is: 310.